From a dataset of Forward reaction prediction with 1.9M reactions from USPTO patents (1976-2016). Predict the product of the given reaction. (1) Given the reactants [OH:1][C:2]1[CH:3]=[C:4]([CH:8]=[CH:9][CH:10]=1)[C:5]([OH:7])=[O:6].C(OC(O[C:14]([CH3:17])([CH3:16])[CH3:15])=O)(O[C:14]([CH3:17])([CH3:16])[CH3:15])=O.Cl([O-])(=O)(=O)=O.[Mg+2].Cl([O-])(=O)(=O)=O.[N+](C)([O-])=O, predict the reaction product. The product is: [C:14]([O:6][C:5](=[O:7])[C:4]1[CH:8]=[CH:9][CH:10]=[C:2]([OH:1])[CH:3]=1)([CH3:17])([CH3:16])[CH3:15]. (2) Given the reactants [Br:1][C:2]1[CH:3]=[C:4]([Cl:26])[C:5]([CH:8]([N+:23]([O-])=[O:24])[CH2:9][NH:10][C:11](=[O:22])[C:12]2[CH:17]=[CH:16][CH:15]=[CH:14][C:13]=2[C:18]([F:21])([F:20])[F:19])=[N:6][CH:7]=1.CN(C)C=O.O.N([O-])=O.[Na+].[Cl-].[NH4+], predict the reaction product. The product is: [Br:1][C:2]1[CH:3]=[C:4]([Cl:26])[C:5]([C:8](=[N:23][OH:24])[CH2:9][NH:10][C:11](=[O:22])[C:12]2[CH:17]=[CH:16][CH:15]=[CH:14][C:13]=2[C:18]([F:20])([F:19])[F:21])=[N:6][CH:7]=1. (3) Given the reactants [CH2:1]([O:8][C:9]1[CH:18]=[C:17]2[C:12]([C:13](O)=[C:14]([NH:19][C:20](=O)[CH2:21][CH2:22][CH3:23])[CH:15]=[N:16]2)=[CH:11][CH:10]=1)[C:2]1[CH:7]=[CH:6][CH:5]=[CH:4][CH:3]=1.P12(SP3(SP(SP(S3)(S1)=S)(=S)S2)=S)=[S:27].N1C=CC=CC=1, predict the reaction product. The product is: [CH2:1]([O:8][C:9]1[CH:10]=[CH:11][C:12]2[C:13]3[S:27][C:20]([CH2:21][CH2:22][CH3:23])=[N:19][C:14]=3[CH:15]=[N:16][C:17]=2[CH:18]=1)[C:2]1[CH:7]=[CH:6][CH:5]=[CH:4][CH:3]=1. (4) The product is: [F:14][C:2]([F:1])([F:13])[C:3]1[C:11]2[S:10][CH:9]=[N:8][C:7]=2[CH:6]=[CH:5][CH:4]=1. Given the reactants [F:1][C:2]([F:14])([F:13])[C:3]1[C:11]2[S:10][C:9](S)=[N:8][C:7]=2[CH:6]=[CH:5][CH:4]=1, predict the reaction product. (5) The product is: [C:18]([C:20]1[CH:25]=[CH:24][N:23]=[C:22]([O:1][C@H:2]2[CH2:7][N:6]([C:8]([O:10][C:11]([CH3:14])([CH3:13])[CH3:12])=[O:9])[C@H:5]([CH3:15])[CH2:4][CH2:3]2)[CH:21]=1)#[N:19]. Given the reactants [OH:1][C@H:2]1[CH2:7][N:6]([C:8]([O:10][C:11]([CH3:14])([CH3:13])[CH3:12])=[O:9])[C@H:5]([CH3:15])[CH2:4][CH2:3]1.[H-].[Na+].[C:18]([C:20]1[CH:25]=[CH:24][N:23]=[C:22](F)[CH:21]=1)#[N:19], predict the reaction product.